Dataset: M1 muscarinic receptor agonist screen with 61,833 compounds. Task: Binary Classification. Given a drug SMILES string, predict its activity (active/inactive) in a high-throughput screening assay against a specified biological target. (1) The compound is O=c1n(\N=C\c2ncccc2)c(nc2c1cccc2)C. The result is 0 (inactive). (2) The drug is O=C1N(CCC1)CCCNC(=O)c1cc2N(CC)C(=O)c3c(S(=O)c2cc1)cccc3. The result is 0 (inactive). (3) The molecule is N1CN(C2CCCCC2)CN=C1Nc1nc2c(c(n1)C)cc(cc2)C. The result is 0 (inactive). (4) The drug is FC(F)(F)C1n2[nH]cc(c2=NC(C1)c1ccccc1)C(=O)N(Cc1c(n(nc1C)C)C)C. The result is 1 (active). (5) The drug is s1c(C(N2CCOCC2)C(NC(=O)c2occc2)C)ccc1. The result is 0 (inactive). (6) The drug is Clc1cc(COC(=O)C2NC(=O)CC2)c(OC(F)F)cc1. The result is 0 (inactive). (7) The molecule is O(CCCC)c1c(cccc1)C(=O)NCC(O)=O. The result is 0 (inactive).